This data is from TCR-epitope binding with 47,182 pairs between 192 epitopes and 23,139 TCRs. The task is: Binary Classification. Given a T-cell receptor sequence (or CDR3 region) and an epitope sequence, predict whether binding occurs between them. The epitope is IYSKHTPINL. The TCR CDR3 sequence is CATSEGTGSSYNEQFF. Result: 0 (the TCR does not bind to the epitope).